From a dataset of Forward reaction prediction with 1.9M reactions from USPTO patents (1976-2016). Predict the product of the given reaction. The product is: [Cl:1][C:2]1[N:10]=[C:9]2[C:5]([N:6]=[C:7]([CH2:12][CH2:13][N:26]3[CH2:27][C:24]([CH:21]([CH3:23])[CH3:22])([OH:28])[CH2:25]3)[N:8]2[CH3:11])=[C:4]([N:15]2[CH2:20][CH2:19][O:18][CH2:17][CH2:16]2)[N:3]=1. Given the reactants [Cl:1][C:2]1[N:10]=[C:9]2[C:5]([N:6]=[C:7]([CH2:12][CH:13]=O)[N:8]2[CH3:11])=[C:4]([N:15]2[CH2:20][CH2:19][O:18][CH2:17][CH2:16]2)[N:3]=1.[CH:21]([C:24]1([OH:28])[CH2:27][NH:26][CH2:25]1)([CH3:23])[CH3:22].C(O[BH-](OC(=O)C)OC(=O)C)(=O)C.[Na+], predict the reaction product.